This data is from Catalyst prediction with 721,799 reactions and 888 catalyst types from USPTO. The task is: Predict which catalyst facilitates the given reaction. (1) Reactant: [NH2:1][CH:2]1[CH:7]([CH:8]=O)[CH:6]=[N:5][C:4]([S:10][CH2:11][CH2:12][CH2:13][CH3:14])=[N:3]1.[CH2:15]([O:17][CH2:18][C:19](OCC)=[O:20])[CH3:16].CC(C)([O-])C.[K+]. Product: [CH2:11]([S:10][C:4]1[N:5]=[CH:6][CH:7]2[CH:8]=[C:18]([O:17][CH2:15][CH3:16])[C:19](=[O:20])[NH:1][CH:2]2[N:3]=1)[CH2:12][CH2:13][CH3:14]. The catalyst class is: 11. (2) Reactant: [CH2:1]1[CH2:5][Si:4]([Cl:7])(Cl)[CH2:3][CH2:2]1.NC(N)=O.[C:12]([O:16][CH2:17][C:18]1[CH:23]=[CH:22][CH:21]=[CH:20][CH:19]=1)(=[O:15])[CH2:13][OH:14]. Product: [Cl:7][Si:4]1([O:14][CH2:13][C:12]([O:16][CH2:17][C:18]2[CH:23]=[CH:22][CH:21]=[CH:20][CH:19]=2)=[O:15])[CH2:5][CH2:1][CH2:2][CH2:3]1. The catalyst class is: 1. (3) Reactant: Br[C:2]1[C:3]([C:9]#[N:10])=[N:4][C:5]([CH3:8])=[CH:6][CH:7]=1.C([O-])([O-])=O.[K+].[K+].[N:17]1[NH:18][N:19]=[CH:20][CH:21]=1. Product: [CH3:8][C:5]1[N:4]=[C:3]([C:9]#[N:10])[C:2]([N:18]2[N:19]=[CH:20][CH:21]=[N:17]2)=[CH:7][CH:6]=1. The catalyst class is: 3. (4) Reactant: [C:12]([O:11][C:9](O[C:9]([O:11][C:12]([CH3:15])([CH3:14])[CH3:13])=[O:10])=[O:10])([CH3:15])([CH3:14])[CH3:13].C(N(CC)CC)C.[C:23]([O:27][C:28]([CH2:30][N:31]([CH:39]([CH2:68][C:69]1[CH:74]=[CH:73][C:72]([NH2:75])=[CH:71][CH:70]=1)[CH2:40][N:41]([CH2:60][C:61]([O:63][C:64]([CH3:67])([CH3:66])[CH3:65])=[O:62])[CH2:42][CH2:43][N:44]([CH2:52][C:53]([O:55][C:56]([CH3:59])([CH3:58])[CH3:57])=[O:54])[CH2:45][C:46]1[CH:51]=[CH:50][CH:49]=[CH:48][CH:47]=1)[CH2:32][C:33]1[CH:38]=[CH:37][CH:36]=[CH:35][CH:34]=1)=[O:29])([CH3:26])([CH3:25])[CH3:24]. Product: [C:23]([O:27][C:28]([CH2:30][N:31]([CH:39]([CH2:68][C:69]1[CH:74]=[CH:73][C:72]([NH:75][C:9]([O:11][C:12]([CH3:13])([CH3:14])[CH3:15])=[O:10])=[CH:71][CH:70]=1)[CH2:40][N:41]([CH2:60][C:61]([O:63][C:64]([CH3:65])([CH3:66])[CH3:67])=[O:62])[CH2:42][CH2:43][N:44]([CH2:52][C:53]([O:55][C:56]([CH3:57])([CH3:58])[CH3:59])=[O:54])[CH2:45][C:46]1[CH:47]=[CH:48][CH:49]=[CH:50][CH:51]=1)[CH2:32][C:33]1[CH:34]=[CH:35][CH:36]=[CH:37][CH:38]=1)=[O:29])([CH3:24])([CH3:25])[CH3:26]. The catalyst class is: 10.